Task: Predict the product of the given reaction.. Dataset: Forward reaction prediction with 1.9M reactions from USPTO patents (1976-2016) (1) Given the reactants [OH:1][C:2]1([CH3:57])[CH:6]([O:7][C:8](=[O:12])[CH:9]([CH3:11])[CH3:10])[CH:5]([CH2:13][O:14][C:15](=[O:19])[CH:16]([CH3:18])[CH3:17])[O:4][CH:3]1[N:20]1[CH:56]=[C:24]2[C:25]([NH:33][C:34]([O:36][CH2:37][O:38][C:39](=[O:55])[CH:40]([NH:44]C(OCC3C=CC=CC=3)=O)[CH:41]([CH3:43])[CH3:42])=[O:35])=[CH:26][C:27]3[C:28](=[O:32])[NH:29][N:30]=[CH:31][C:22]([C:23]=32)=[N:21]1.[H][H], predict the reaction product. The product is: [OH:1][C:2]1([CH3:57])[CH:6]([O:7][C:8](=[O:12])[CH:9]([CH3:10])[CH3:11])[CH:5]([CH2:13][O:14][C:15](=[O:19])[CH:16]([CH3:17])[CH3:18])[O:4][CH:3]1[N:20]1[CH:56]=[C:24]2[C:25]([NH:33][C:34]([O:36][CH2:37][O:38][C:39](=[O:55])[CH:40]([NH2:44])[CH:41]([CH3:43])[CH3:42])=[O:35])=[CH:26][C:27]3[C:28](=[O:32])[NH:29][N:30]=[CH:31][C:22]([C:23]=32)=[N:21]1. (2) Given the reactants Br[C:2]1[S:3][CH:4]=[C:5]([C:7]2[CH:12]=[CH:11][C:10]([NH:13][S:14]([C:17]([F:20])([F:19])[F:18])(=[O:16])=[O:15])=[CH:9][C:8]=2[Cl:21])[N:6]=1.[CH2:22]([N:27]1[C:31](B2OC(C)(C)C(C)(C)O2)=[CH:30][CH:29]=[N:28]1)[CH2:23][CH:24]([CH3:26])[CH3:25].C(=O)([O-])[O-].[Na+].[Na+].CN(C)C=O, predict the reaction product. The product is: [Cl:21][C:8]1[CH:9]=[C:10]([NH:13][S:14]([C:17]([F:20])([F:19])[F:18])(=[O:16])=[O:15])[CH:11]=[CH:12][C:7]=1[C:5]1[N:6]=[C:2]([C:31]2[N:27]([CH2:22][CH2:23][CH:24]([CH3:26])[CH3:25])[N:28]=[CH:29][CH:30]=2)[S:3][CH:4]=1. (3) Given the reactants [NH2:1][C:2]1[N:7]=[CH:6][C:5]([C:8]2[CH:9]=[C:10]([NH2:19])[C:11]([NH:14][C:15]([CH3:18])([CH3:17])[CH3:16])=[CH:12][CH:13]=2)=[CH:4][N:3]=1.[CH3:20][N:21]1[C:25]([CH3:26])=[C:24]([C:27]2[CH:28]=[CH:29][C:30]([N:35]3[CH:39]=[N:38][CH:37]=[N:36]3)=[C:31]([CH:34]=2)[CH:32]=O)[CH:23]=[N:22]1.OOS([O-])=O.[K+].S([O-])([O-])(=O)=S.[Na+].[Na+], predict the reaction product. The product is: [C:15]([N:14]1[C:11]2[CH:12]=[CH:13][C:8]([C:5]3[CH:4]=[N:3][C:2]([NH2:1])=[N:7][CH:6]=3)=[CH:9][C:10]=2[N:19]=[C:32]1[C:31]1[CH:34]=[C:27]([C:24]2[CH:23]=[N:22][N:21]([CH3:20])[C:25]=2[CH3:26])[CH:28]=[CH:29][C:30]=1[N:35]1[CH:39]=[N:38][CH:37]=[N:36]1)([CH3:16])([CH3:18])[CH3:17]. (4) The product is: [C:1]([O:5][C:6]([C:8]1([C:14]2[CH:15]=[CH:16][C:17]([C:18]([O:20][CH:34]([CH3:36])[CH3:35])=[O:19])=[CH:21][CH:22]=2)[CH2:13][CH2:12][CH2:11][CH2:10][CH2:9]1)=[O:7])([CH3:4])([CH3:2])[CH3:3]. Given the reactants [C:1]([O:5][C:6]([C:8]1([C:14]2[CH:22]=[CH:21][C:17]([C:18]([OH:20])=[O:19])=[CH:16][CH:15]=2)[CH2:13][CH2:12][CH2:11][CH2:10][CH2:9]1)=[O:7])([CH3:4])([CH3:3])[CH3:2].C(Cl)(=O)C(Cl)=O.CN(C)C=O.[CH:34](O)([CH3:36])[CH3:35], predict the reaction product.